Dataset: HIV replication inhibition screening data with 41,000+ compounds from the AIDS Antiviral Screen. Task: Binary Classification. Given a drug SMILES string, predict its activity (active/inactive) in a high-throughput screening assay against a specified biological target. (1) The molecule is Cc1ccc(S(=O)(=O)n2cncc2CO)cc1. The result is 0 (inactive). (2) The molecule is CC(=O)Nc1ccc(C(=O)NN2C(=O)CSC2c2ccc([N+](=O)[O-])cc2)cc1. The result is 0 (inactive). (3) The molecule is NS(=O)(=O)c1ccc(N2C(=O)C(=O)N(c3ccccc3)C2=S)cc1. The result is 0 (inactive). (4) The drug is O=C(O)CCCCCCCCCCCBr. The result is 1 (active). (5) The molecule is CC(C)(C)C1=CC(=NN=c2scc(-c3ccccc3)n2Cc2ccccc2)C=C(C(C)(C)C)C1=O. The result is 0 (inactive). (6) The drug is COC(=O)C1(NC(=O)C(CC(=O)OC(C)(C)C)NC(=O)OC(C)(C)C)CC1. The result is 0 (inactive).